This data is from Reaction yield outcomes from USPTO patents with 853,638 reactions. The task is: Predict the reaction yield, written as a fraction of the theoretical maximum amount of product (1.0 means a 100% yield; for example, 0.34 means a 34% yield). (1) The reactants are [Cl:1][C:2]1[C:10]2[N:9]=[C:8]([NH:11][C:12]3[C:13]([O:18][CH3:19])=[N:14][CH:15]=[CH:16][CH:17]=3)[N:7]([CH2:20][CH2:21][CH2:22][CH2:23]O)[C:6]=2[C:5]([CH:25]([CH2:28][CH3:29])[CH2:26][CH3:27])=[CH:4][CH:3]=1.CS(Cl)(=O)=O.C(=O)([O-])[O-].[K+].[K+]. The catalyst is N1C=CC=CC=1.CN(C)C=O.O. The product is [Cl:1][C:2]1[C:10]2[N:9]=[C:8]3[N:11]([C:12]4[C:13]([O:18][CH3:19])=[N:14][CH:15]=[CH:16][CH:17]=4)[CH2:23][CH2:22][CH2:21][CH2:20][N:7]3[C:6]=2[C:5]([CH:25]([CH2:28][CH3:29])[CH2:26][CH3:27])=[CH:4][CH:3]=1. The yield is 0.716. (2) The reactants are [O:1]1[C:5]2[CH:6]=[CH:7][C:8]([C:10]([CH2:29][CH3:30])=[C:11]([C:22]3[CH:27]=[CH:26][C:25]([OH:28])=[CH:24][CH:23]=3)[C:12]3[CH:17]=[CH:16][C:15]([O:18][CH2:19][CH2:20]Cl)=[CH:14][CH:13]=3)=[CH:9][C:4]=2[CH:3]=[CH:2]1.[CH3:31][NH2:32]. The catalyst is CO. The product is [O:1]1[C:5]2[CH:6]=[CH:7][C:8]([C:10]([CH2:29][CH3:30])=[C:11]([C:22]3[CH:27]=[CH:26][C:25]([OH:28])=[CH:24][CH:23]=3)[C:12]3[CH:17]=[CH:16][C:15]([O:18][CH2:19][CH2:20][NH:32][CH3:31])=[CH:14][CH:13]=3)=[CH:9][C:4]=2[CH:3]=[CH:2]1. The yield is 0.490.